This data is from Experimentally validated miRNA-target interactions with 360,000+ pairs, plus equal number of negative samples. The task is: Binary Classification. Given a miRNA mature sequence and a target amino acid sequence, predict their likelihood of interaction. (1) The miRNA is mmu-miR-466d-5p with sequence UGUGUGUGCGUACAUGUACAUG. The protein sequence of the target gene is MLRTALSRMPTLLRSVRTRDSGPRRLWDLGARLKTAERLRGWAWGWASGWRSSSSAPGSGRAAALGRVEADHYQLVYTCKVCGTRSSKRISKLAYHQGVVIVTCPGCQNHHIIADNLSWFSDLKGKRNIEEILAARGEEVRRVSGDGALELILEAAVPPDTPEGDEDPPNPGKMGQS. Result: 1 (interaction). (2) The miRNA is hsa-miR-4490 with sequence UCUGGUAAGAGAUUUGGGCAUA. The protein sequence of the target gene is MEGLSDVASFATKLKNTLIQYHSIEEDKWRVAKKTKDVTVWRKPSEEFNGYLYKAQGVIDDLVYSIIDHIRPGPCRLDWDSLMTSLDILENFEENCCVMRYTTAGQLWNIISPREFVDFSYTVGYKEGLLSCGISLDWDEKRPEFVRGYNHPCGWFCVPLKDNPNQSLLTGYIQTDLRGMIPQSAVDTAMASTLTNFYGDLRKAL. Result: 0 (no interaction).